From a dataset of Forward reaction prediction with 1.9M reactions from USPTO patents (1976-2016). Predict the product of the given reaction. (1) Given the reactants C(N(CC)CC)C.[CH3:8][S:9](Cl)(=[O:11])=[O:10].[OH:13][CH2:14][CH2:15][O:16][CH2:17][CH2:18][NH:19][C:20](=[O:26])[O:21][C:22]([CH3:25])([CH3:24])[CH3:23].O, predict the reaction product. The product is: [CH3:8][S:9]([O:13][CH2:14][CH2:15][O:16][CH2:17][CH2:18][NH:19][C:20]([O:21][C:22]([CH3:23])([CH3:25])[CH3:24])=[O:26])(=[O:11])=[O:10]. (2) Given the reactants [O:1]1[C:5]2[CH:6]=[CH:7][CH:8]=[CH:9][C:4]=2[N:3]=[C:2]1[N:10]([CH2:23][C:24]1[CH:25]=[C:26]([CH:41]=[CH:42][CH:43]=1)[O:27][C@H:28]([CH2:39][CH3:40])[C:29]([O:31]CC1C=CC=CC=1)=[O:30])[CH2:11][CH2:12][CH2:13][O:14][C:15]1[CH:20]=[CH:19][C:18]([O:21][CH3:22])=[CH:17][CH:16]=1.[OH-].[Na+], predict the reaction product. The product is: [O:1]1[C:5]2[CH:6]=[CH:7][CH:8]=[CH:9][C:4]=2[N:3]=[C:2]1[N:10]([CH2:23][C:24]1[CH:25]=[C:26]([CH:41]=[CH:42][CH:43]=1)[O:27][C@H:28]([CH2:39][CH3:40])[C:29]([OH:31])=[O:30])[CH2:11][CH2:12][CH2:13][O:14][C:15]1[CH:16]=[CH:17][C:18]([O:21][CH3:22])=[CH:19][CH:20]=1. (3) Given the reactants [NH2:1][C:2]1[CH:3]=[C:4]([CH2:18][N:19]2[CH2:24][CH2:23][O:22][CH2:21][CH2:20]2)[CH:5]=[C:6]2[C:11]=1[N:10]=[CH:9][C:8]([C:12]([O:14]CC)=O)=[C:7]2[OH:17].[Cl:25][C:26]1[CH:33]=[CH:32][C:29]([CH2:30][NH2:31])=[CH:28][CH:27]=1.CCOCC, predict the reaction product. The product is: [NH2:1][C:2]1[CH:3]=[C:4]([CH2:18][N:19]2[CH2:24][CH2:23][O:22][CH2:21][CH2:20]2)[CH:5]=[C:6]2[C:11]=1[N:10]=[CH:9][C:8]([C:12]([NH:31][CH2:30][C:29]1[CH:32]=[CH:33][C:26]([Cl:25])=[CH:27][CH:28]=1)=[O:14])=[C:7]2[OH:17]. (4) Given the reactants FC1C=C(C(C)(C)CC(O)(C(F)(F)F)C=O)C2OCCC=2C=1.[F:23][C:24]1[CH:25]=[C:26]([C:33]([CH3:55])([CH3:54])[CH2:34][C:35]([OH:53])([C:49]([F:52])([F:51])[F:50])[CH:36]=[N:37][C:38]2[CH:47]=[CH:46][CH:45]=[C:44]3[C:39]=2[CH:40]=[CH:41][NH:42][C:43]3=[O:48])[C:27]2[O:31][CH2:30][CH2:29][C:28]=2[CH:32]=1.[BH4-].[Na+], predict the reaction product. The product is: [F:23][C:24]1[CH:25]=[C:26]([C:33]([CH3:55])([CH3:54])[CH2:34][C:35]([OH:53])([C:49]([F:51])([F:50])[F:52])[CH2:36][NH:37][C:38]2[CH:47]=[CH:46][CH:45]=[C:44]3[C:39]=2[CH:40]=[CH:41][NH:42][C:43]3=[O:48])[C:27]2[O:31][CH2:30][CH2:29][C:28]=2[CH:32]=1. (5) Given the reactants [ClH:1].O1CCOCC1.[CH:8]1([O:12][C:13]2[CH:18]=[CH:17][N:16]=[C:15]([CH2:19][C:20]([O:22]C(C)(C)C)=[O:21])[CH:14]=2)[CH2:11][CH2:10][CH2:9]1, predict the reaction product. The product is: [ClH:1].[CH:8]1([O:12][C:13]2[CH:18]=[CH:17][N:16]=[C:15]([CH2:19][C:20]([OH:22])=[O:21])[CH:14]=2)[CH2:9][CH2:10][CH2:11]1.